From a dataset of Reaction yield outcomes from USPTO patents with 853,638 reactions. Predict the reaction yield, written as a fraction of the theoretical maximum amount of product (1.0 means a 100% yield; for example, 0.34 means a 34% yield). (1) The reactants are [C:1]([O:5][C:6]([N:8]1[CH2:12][CH:11]([OH:13])[CH2:10][CH:9]1[C:14](=[O:26])[NH:15][C:16]1([C:21]([O:23][CH2:24][CH3:25])=[O:22])[CH2:18][CH:17]1[CH:19]=[CH2:20])=[O:7])([CH3:4])([CH3:3])[CH3:2].[N+:27]([C:30]1[CH:38]=[CH:37][C:33]([C:34](O)=[O:35])=[CH:32][CH:31]=1)([O-:29])=[O:28].C1C=CC(P(C2C=CC=CC=2)C2C=CC=CC=2)=CC=1. The catalyst is C1COCC1. The product is [C:1]([O:5][C:6]([N:8]1[CH2:12][CH:11]([O:13][C:34](=[O:35])[C:33]2[CH:32]=[CH:31][C:30]([N+:27]([O-:29])=[O:28])=[CH:38][CH:37]=2)[CH2:10][CH:9]1[C:14](=[O:26])[NH:15][C:16]1([C:21]([O:23][CH2:24][CH3:25])=[O:22])[CH2:18][CH:17]1[CH:19]=[CH2:20])=[O:7])([CH3:4])([CH3:2])[CH3:3]. The yield is 0.720. (2) The reactants are Cl.[CH3:2][O:3][C:4](=[O:9])[C@H:5]([CH2:7][SH:8])[NH2:6].[CH:10](=O)[C:11]1[CH:16]=[CH:15][CH:14]=[CH:13][CH:12]=1.C(N(CC)CC)C. The catalyst is O1CCCC1. The product is [C:11]1([CH:10]2[NH:6][C@H:5]([C:4]([O:3][CH3:2])=[O:9])[CH2:7][S:8]2)[CH:16]=[CH:15][CH:14]=[CH:13][CH:12]=1. The yield is 0.880. (3) The reactants are C1([C:7]2[NH:11][C:10]3[C:12]([C:16]([O:18]C)=[O:17])=[CH:13][CH:14]=[CH:15][C:9]=3[N:8]=2)C=CC=CC=1.[OH-].[Na+].Cl. The catalyst is C1COCC1. The product is [C:9]1([N:11]2[C:10]3[C:12]([C:16]([OH:18])=[O:17])=[CH:13][CH:14]=[CH:15][C:9]=3[N:8]=[CH:7]2)[CH:15]=[CH:14][CH:13]=[CH:12][CH:10]=1. The yield is 0.860. (4) The reactants are [CH:1]1([C:4]2[C:5]([N:27]3[CH2:32][CH2:31][CH2:30][C@H:29]([NH:33]C(=O)OC(C)(C)C)[CH2:28]3)=[N:6][C:7]([N:10]3[C:18]4[CH:17]=[C:16]([C:19]5[CH:20]=[N:21][CH:22]=[C:23]([CH2:25][CH3:26])[CH:24]=5)[N:15]=[CH:14][C:13]=4[CH:12]=[N:11]3)=[CH:8][CH:9]=2)[CH2:3][CH2:2]1.Cl. The catalyst is CO.O1CCOCC1. The product is [CH:1]1([C:4]2[C:5]([N:27]3[CH2:32][CH2:31][CH2:30][C@H:29]([NH2:33])[CH2:28]3)=[N:6][C:7]([N:10]3[C:18]4[CH:17]=[C:16]([C:19]5[CH:20]=[N:21][CH:22]=[C:23]([CH2:25][CH3:26])[CH:24]=5)[N:15]=[CH:14][C:13]=4[CH:12]=[N:11]3)=[CH:8][CH:9]=2)[CH2:3][CH2:2]1. The yield is 0.0740. (5) The reactants are [NH2:1][CH:2]1[CH2:7][CH2:6][N:5]([CH2:8][CH2:9][N:10]2[C:15]3[CH:16]=[C:17]([Br:20])[CH:18]=[CH:19][C:14]=3[O:13][CH2:12][C:11]2=[O:21])[CH2:4][CH2:3]1.[O:22]=[C:23]1[CH2:28][O:27][C:26]2[CH:29]=[CH:30][C:31]([CH:33]=O)=[N:32][C:25]=2[NH:24]1.C([BH3-])#N.[Na+]. No catalyst specified. The product is [Br:20][C:17]1[CH:18]=[CH:19][C:14]2[O:13][CH2:12][C:11](=[O:21])[N:10]([CH2:9][CH2:8][N:5]3[CH2:4][CH2:3][CH:2]([NH:1][CH2:33][C:31]4[CH:30]=[CH:29][C:26]5[O:27][CH2:28][C:23](=[O:22])[NH:24][C:25]=5[N:32]=4)[CH2:7][CH2:6]3)[C:15]=2[CH:16]=1. The yield is 0.220. (6) The reactants are [C:1]1(C#N)[C:10]2[C:5](=[CH:6][CH:7]=[CH:8][CH:9]=2)[CH:4]=[CH:3][N:2]=1.C[Mg]Br.CC[O:18][CH2:19][CH3:20]. The catalyst is C1COCC1. The product is [C:1]1([C:19](=[O:18])[CH3:20])[C:10]2[C:5](=[CH:6][CH:7]=[CH:8][CH:9]=2)[CH:4]=[CH:3][N:2]=1. The yield is 0.750. (7) The catalyst is COCCOC.O.CCOC(C)=O.C1C=CC([P]([Pd]([P](C2C=CC=CC=2)(C2C=CC=CC=2)C2C=CC=CC=2)([P](C2C=CC=CC=2)(C2C=CC=CC=2)C2C=CC=CC=2)[P](C2C=CC=CC=2)(C2C=CC=CC=2)C2C=CC=CC=2)(C2C=CC=CC=2)C2C=CC=CC=2)=CC=1. The product is [C:12]([CH2:11][N:8]1[C:9](=[O:10])[C:4]2[C:3]([C:17]3[CH:22]=[CH:21][CH:20]=[CH:19][CH:18]=3)=[C:2]([C:31]3[CH:32]=[CH:33][C:34]([C:37]4([NH:41][C:42](=[O:48])[O:43][C:44]([CH3:46])([CH3:45])[CH3:47])[CH2:38][CH2:39][CH2:40]4)=[CH:35][CH:36]=3)[O:16][C:5]=2[N:6]=[C:7]1[S:14][CH3:15])#[N:13]. The reactants are Br[C:2]1[O:16][C:5]2[N:6]=[C:7]([S:14][CH3:15])[N:8]([CH2:11][C:12]#[N:13])[C:9](=[O:10])[C:4]=2[C:3]=1[C:17]1[CH:22]=[CH:21][CH:20]=[CH:19][CH:18]=1.CC1(C)C(C)(C)OB([C:31]2[CH:36]=[CH:35][C:34]([C:37]3([NH:41][C:42](=[O:48])[O:43][C:44]([CH3:47])([CH3:46])[CH3:45])[CH2:40][CH2:39][CH2:38]3)=[CH:33][CH:32]=2)O1.C([O-])([O-])=O.[K+].[K+]. The yield is 0.690.